From a dataset of M1 muscarinic receptor agonist screen with 61,833 compounds. Binary Classification. Given a drug SMILES string, predict its activity (active/inactive) in a high-throughput screening assay against a specified biological target. (1) The compound is S(=O)(=O)(N(CC(=O)N1CCN(CC1)Cc1cc2OCOc2cc1)CCc1ccccc1)C. The result is 0 (inactive). (2) The drug is S(=O)(=O)(N1C(SCC1)c1c(OC)cccc1)C. The result is 0 (inactive). (3) The drug is O(c1cc(NC(=O)c2occc2)ccc1)CC(=O)c1ccc(cc1)C. The result is 1 (active). (4) The molecule is O(CC(=O)c1c(n(c(c1)C)CC=C)C)c1nncc2c1cccc2. The result is 0 (inactive). (5) The molecule is Clc1cc(N2CCN(S(=O)(=O)c3cc4OCCOc4cc3)CC2)c(cc1)C. The result is 0 (inactive). (6) The molecule is S1(=O)(=O)Cc2c(NC(=O)C34CC5CC(C3)CC(C4)C5)n(nc2C1)c1ccc(F)cc1. The result is 0 (inactive).